From a dataset of Retrosynthesis with 50K atom-mapped reactions and 10 reaction types from USPTO. Predict the reactants needed to synthesize the given product. (1) The reactants are: CC(C)(C)OC(=O)NC(CC(=O)N1CCCC1CN)Cc1ccccc1F.COc1ccc(S(=O)(=O)Cl)cc1OC. Given the product COc1ccc(S(=O)(=O)NCC2CCCN2C(=O)CC(Cc2ccccc2F)NC(=O)OC(C)(C)C)cc1OC, predict the reactants needed to synthesize it. (2) Given the product COC(=O)C(Cc1ccc(Oc2ccc(C=C3SC(=O)NC3=O)cc2)cc1)NC(=O)C(N)CCSC, predict the reactants needed to synthesize it. The reactants are: COC(=O)C(Cc1ccc(Oc2ccc(C=C3SC(=O)NC3=O)cc2)cc1)NC(=O)C(CCSC)NC(=O)OC(C)(C)C.